The task is: Predict the product of the given reaction.. This data is from Forward reaction prediction with 1.9M reactions from USPTO patents (1976-2016). (1) The product is: [F:16][C:7]1[CH:8]=[C:9]([C:11]([CH3:13])([CH3:12])[C:14]#[N:15])[CH:10]=[C:2]2[C:3]=1[C:4](=[O:5])[NH:6][CH:18]=[CH:17]2. Given the reactants Br[C:2]1[CH:10]=[C:9]([C:11]([C:14]#[N:15])([CH3:13])[CH3:12])[CH:8]=[C:7]([F:16])[C:3]=1[C:4]([NH2:6])=[O:5].[CH2:17](O/C=C/B1OC(C)(C)C(C)(C)O1)[CH3:18].C([O-])([O-])=O.[K+].[K+].C1(P(C2CCCCC2)C2CCCCC2)CCCCC1, predict the reaction product. (2) The product is: [CH2:10]([NH:17][C:18]([NH:1][C:2]1[S:3][C:4]([N+:7]([O-:9])=[O:8])=[CH:5][N:6]=1)=[O:19])[C:11]1[CH:16]=[CH:15][CH:14]=[CH:13][CH:12]=1. Given the reactants [NH2:1][C:2]1[S:3][C:4]([N+:7]([O-:9])=[O:8])=[CH:5][N:6]=1.[CH2:10]([N:17]=[C:18]=[O:19])[C:11]1[CH:16]=[CH:15][CH:14]=[CH:13][CH:12]=1, predict the reaction product. (3) Given the reactants [F:1][C:2]1[CH:7]=[CH:6][CH:5]=[C:4]([F:8])[C:3]=1[C:9]1[C:10](=[O:29])[CH:11]=[CH:12][N:13]2[C:18]=1[CH:17]=[CH:16][C:15]([C:19]#[C:20][C:21]1[CH:26]=[CH:25][C:24]([F:27])=[CH:23][C:22]=1[F:28])=[CH:14]2, predict the reaction product. The product is: [F:1][C:2]1[CH:7]=[CH:6][CH:5]=[C:4]([F:8])[C:3]=1[C:9]1[C:10](=[O:29])[CH:11]=[CH:12][N:13]2[C:18]=1[CH:17]=[CH:16][C:15]([CH2:19][CH2:20][C:21]1[CH:26]=[CH:25][C:24]([F:27])=[CH:23][C:22]=1[F:28])=[CH:14]2. (4) Given the reactants N(C1N=NC(C2C=CC=CC=2)=CN=1)N.[NH:15]([C:17]1[N:18]=[N:19][C:20]([C:23]2[CH:28]=[CH:27][C:26]([N+:29]([O-:31])=[O:30])=[CH:25][CH:24]=2)=[CH:21][N:22]=1)[NH2:16].N1C2C(=CC(CC(O)=O)=CC=2)C=CC=1.[CH3:46][O:47][C:48]1[CH:57]=[C:56]2[C:51]([C:52]([O:58][CH2:59][C:60](O)=[O:61])=[CH:53][CH:54]=[N:55]2)=[CH:50][CH:49]=1, predict the reaction product. The product is: [N+:29]([C:26]1[CH:25]=[CH:24][C:23]([C:20]2[N:19]=[N:18][C:17]([NH:15][NH:16][C:60](=[O:61])[CH2:59][O:58][C:52]3[C:51]4[C:56](=[CH:57][C:48]([O:47][CH3:46])=[CH:49][CH:50]=4)[N:55]=[CH:54][CH:53]=3)=[N:22][CH:21]=2)=[CH:28][CH:27]=1)([O-:31])=[O:30].